Dataset: Catalyst prediction with 721,799 reactions and 888 catalyst types from USPTO. Task: Predict which catalyst facilitates the given reaction. (1) Reactant: [C:1]([O:5][C:6](=[O:19])[NH:7][C:8]1[S:9][C:10]([C:13]#[C:14][Si](C)(C)C)=[CH:11][N:12]=1)([CH3:4])([CH3:3])[CH3:2].C(OCC)(=O)C.C(=O)([O-])[O-].[K+].[K+]. Product: [C:13]([C:10]1[S:9][C:8]([NH:7][C:6](=[O:19])[O:5][C:1]([CH3:3])([CH3:2])[CH3:4])=[N:12][CH:11]=1)#[CH:14]. The catalyst class is: 5. (2) Reactant: [N+:1]([C:4]1[CH:5]=[C:6]([OH:10])[CH:7]=[CH:8][CH:9]=1)([O-:3])=[O:2].[C:11]([O-:14])([O-])=[O:12].[K+].[K+].[CH3:17][CH2:18][CH2:19]CCCC.[CH3:24]N(C=O)C. Product: [CH3:24][O:14][C:11](=[O:12])[CH2:17][CH2:18][CH2:19][O:10][C:6]1[CH:7]=[CH:8][CH:9]=[C:4]([N+:1]([O-:3])=[O:2])[CH:5]=1. The catalyst class is: 84. (3) Reactant: [F:1][C:2]([F:15])([F:14])[C:3]1[NH:13][C:6]2=[N:7][CH:8]=[C:9]([CH2:11][NH2:12])[CH:10]=[C:5]2[CH:4]=1.Cl[C:17]1[CH:22]=[C:21]([C:23]([F:26])([F:25])[CH3:24])[N:20]=[CH:19][N:18]=1.CCN(C(C)C)C(C)C. Product: [F:25][C:23]([C:21]1[N:20]=[CH:19][N:18]=[C:17]([NH:12][CH2:11][C:9]2[CH:10]=[C:5]3[CH:4]=[C:3]([C:2]([F:1])([F:14])[F:15])[NH:13][C:6]3=[N:7][CH:8]=2)[CH:22]=1)([F:26])[CH3:24]. The catalyst class is: 435. (4) Reactant: [NH2:1][CH2:2][CH2:3][CH2:4][C@@H:5]([CH2:9][C:10]1[N:11]=[CH:12][N:13]2[C:22]3[C:17](=[CH:18][CH:19]=[CH:20][CH:21]=3)[CH2:16][CH2:15][C:14]=12)[C:6]([OH:8])=[O:7].[C:23]([O:26][CH:27]([O:29][C:30](OC1C=CC([N+]([O-])=O)=CC=1)=[O:31])[CH3:28])(=[O:25])[CH3:24]. Product: [C:23]([O:26][CH:27]([O:29][C:30]([NH:1][CH2:2][CH2:3][CH2:4][C@@H:5]([CH2:9][C:10]1[N:11]=[CH:12][N:13]2[C:22]3[C:17](=[CH:18][CH:19]=[CH:20][CH:21]=3)[CH2:16][CH2:15][C:14]=12)[C:6]([OH:8])=[O:7])=[O:31])[CH3:28])(=[O:25])[CH3:24]. The catalyst class is: 391. (5) Reactant: [CH2:1](S(C1N(C2C=CC=CC=2)N=NN=1)(=O)=O)[CH3:2].C[Si](C)(C)N[Si](C)(C)C.[K].[CH:27]([CH2:29][CH2:30][C@H:31]1[CH2:36][CH2:35][C@H:34]([NH:37][C:38](=[O:44])[O:39][C:40]([CH3:43])([CH3:42])[CH3:41])[CH2:33][CH2:32]1)=O.O. Product: [CH2:30]([C@H:31]1[CH2:36][CH2:35][C@H:34]([NH:37][C:38](=[O:44])[O:39][C:40]([CH3:43])([CH3:42])[CH3:41])[CH2:33][CH2:32]1)[CH2:29]/[CH:27]=[CH:1]/[CH3:2]. The catalyst class is: 57.